From a dataset of Full USPTO retrosynthesis dataset with 1.9M reactions from patents (1976-2016). Predict the reactants needed to synthesize the given product. (1) Given the product [F:26][C:23]1[CH:22]=[CH:21][C:20]([N:19]2[C:10]3=[C:11]4[C:15](=[C:6]5[N:5]([CH3:27])[CH:4]=[CH:3][C:2]([NH:1][S:47]([C:44]6[CH:45]=[CH:46][C:41]([NH:40][C:37](=[O:39])[CH3:38])=[CH:42][CH:43]=6)(=[O:49])=[O:48])=[C:7]5[CH:28]=[CH:29]3)[C:14](=[O:16])[NH:13][C:12]4=[CH:17][CH2:18]2)=[CH:25][CH:24]=1, predict the reactants needed to synthesize it. The reactants are: [NH2:1][C:2]1[CH:3]=[CH:4][N:5]([CH3:27])[C:6]2[C:7]=1C=N[C:10]1[N:19]([C:20]3[CH:25]=[CH:24][C:23]([F:26])=[CH:22][CH:21]=3)[CH2:18][CH:17]=[C:12]3[NH:13][C:14](=[O:16])[C:15]=2[C:11]=13.[CH:28](N(CC)C(C)C)(C)[CH3:29].[C:37]([NH:40][C:41]1[CH:46]=[CH:45][C:44]([S:47](Cl)(=[O:49])=[O:48])=[CH:43][CH:42]=1)(=[O:39])[CH3:38]. (2) Given the product [F:13][C:14]1[CH:15]=[C:16]([CH:19]=[CH:20][C:21]=1[F:22])[CH2:17][NH:18][C:5](=[O:7])[CH2:4][C:3](=[O:10])[C:2]([CH3:1])([CH3:11])[CH3:12], predict the reactants needed to synthesize it. The reactants are: [CH3:1][C:2]([CH3:12])([CH3:11])[C:3](=[O:10])[CH2:4][C:5]([O:7]CC)=O.[F:13][C:14]1[CH:15]=[C:16]([CH:19]=[CH:20][C:21]=1[F:22])[CH2:17][NH2:18]. (3) Given the product [CH3:15][Si:16]([CH3:25])([CH3:24])[C@@H:17]1[CH2:22][CH2:21][C@H:20]([OH:23])[CH2:19][CH2:18]1, predict the reactants needed to synthesize it. The reactants are: CCC(C)[BH-](C(C)CC)C(C)CC.[Li+].[CH3:15][Si:16]([CH3:25])([CH3:24])[CH:17]1[CH2:22][CH2:21][C:20](=[O:23])[CH2:19][CH2:18]1. (4) The reactants are: [OH-].[K+].[CH:3]1[C:15]2[NH:14][C:13]3[C:8](=[CH:9][CH:10]=[CH:11][CH:12]=3)[C:7]=2[CH:6]=[CH:5][CH:4]=1.[CH2:16]([CH:18]1[O:20][CH2:19]1)Br. Given the product [O:20]1[CH2:19][CH:18]1[CH2:16][N:14]1[C:13]2[CH:12]=[CH:11][CH:10]=[CH:9][C:8]=2[C:7]2[C:15]1=[CH:3][CH:4]=[CH:5][CH:6]=2, predict the reactants needed to synthesize it.